From a dataset of NCI-60 drug combinations with 297,098 pairs across 59 cell lines. Regression. Given two drug SMILES strings and cell line genomic features, predict the synergy score measuring deviation from expected non-interaction effect. (1) Drug 1: CC1=CC2C(CCC3(C2CCC3(C(=O)C)OC(=O)C)C)C4(C1=CC(=O)CC4)C. Drug 2: C1=CN(C(=O)N=C1N)C2C(C(C(O2)CO)O)O.Cl. Cell line: NCIH23. Synergy scores: CSS=32.6, Synergy_ZIP=1.78, Synergy_Bliss=2.58, Synergy_Loewe=-53.0, Synergy_HSA=0.510. (2) Drug 1: CC1=CC=C(C=C1)C2=CC(=NN2C3=CC=C(C=C3)S(=O)(=O)N)C(F)(F)F. Drug 2: C(CCl)NC(=O)N(CCCl)N=O. Cell line: SR. Synergy scores: CSS=37.3, Synergy_ZIP=1.87, Synergy_Bliss=2.37, Synergy_Loewe=-20.5, Synergy_HSA=0.330. (3) Drug 1: C1=C(C(=O)NC(=O)N1)N(CCCl)CCCl. Drug 2: C1=NNC2=C1C(=O)NC=N2. Cell line: HOP-92. Synergy scores: CSS=20.3, Synergy_ZIP=-7.09, Synergy_Bliss=-7.83, Synergy_Loewe=-14.9, Synergy_HSA=-6.50.